This data is from Reaction yield outcomes from USPTO patents with 853,638 reactions. The task is: Predict the reaction yield, written as a fraction of the theoretical maximum amount of product (1.0 means a 100% yield; for example, 0.34 means a 34% yield). The reactants are [H-].[Na+].[CH2:3]([OH:10])[C:4]1[CH:9]=[CH:8][CH:7]=[CH:6][CH:5]=1.[Br:11][C:12]1[CH:17]=[C:16](F)[CH:15]=[C:14]([Br:19])[CH:13]=1. The catalyst is C1COCC1. The product is [Br:11][C:12]1[CH:17]=[C:16]([O:10][CH2:3][C:4]2[CH:9]=[CH:8][CH:7]=[CH:6][CH:5]=2)[CH:15]=[C:14]([Br:19])[CH:13]=1. The yield is 0.750.